Dataset: Peptide-MHC class I binding affinity with 185,985 pairs from IEDB/IMGT. Task: Regression. Given a peptide amino acid sequence and an MHC pseudo amino acid sequence, predict their binding affinity value. This is MHC class I binding data. (1) The peptide sequence is LQDDFDFNY. The binding affinity (normalized) is 0.0847. The MHC is HLA-A02:01 with pseudo-sequence HLA-A02:01. (2) The peptide sequence is TTLEQQYNK. The MHC is HLA-A03:01 with pseudo-sequence HLA-A03:01. The binding affinity (normalized) is 0.450. (3) The peptide sequence is LEQWNLVIGF. The MHC is HLA-B40:01 with pseudo-sequence HLA-B40:01. The binding affinity (normalized) is 0.235. (4) The peptide sequence is EFFDTEPQL. The MHC is HLA-A26:01 with pseudo-sequence HLA-A26:01. The binding affinity (normalized) is 0.0847. (5) The peptide sequence is FQYQNGQFI. The MHC is H-2-Db with pseudo-sequence H-2-Db. The binding affinity (normalized) is 0.214. (6) The peptide sequence is RVYLQGHGY. The MHC is HLA-B08:03 with pseudo-sequence HLA-B08:03. The binding affinity (normalized) is 0.0847. (7) The peptide sequence is QLCDEITIL. The MHC is HLA-B27:05 with pseudo-sequence HLA-B27:05. The binding affinity (normalized) is 0.0847.